Dataset: Forward reaction prediction with 1.9M reactions from USPTO patents (1976-2016). Task: Predict the product of the given reaction. (1) Given the reactants [CH3:1][O:2][C:3]1[CH:8]=[CH:7][CH:6]=[CH:5][C:4]=1[N:9]1[C:13]([C:14]([O:16]CC)=[O:15])=[C:12]([CH3:19])[CH:11]=[N:10]1.[OH-].[Na+], predict the reaction product. The product is: [CH3:1][O:2][C:3]1[CH:8]=[CH:7][CH:6]=[CH:5][C:4]=1[N:9]1[C:13]([C:14]([OH:16])=[O:15])=[C:12]([CH3:19])[CH:11]=[N:10]1. (2) Given the reactants [Cl:1][C:2]1[CH:7]=[CH:6][CH:5]=[CH:4][C:3]=1[CH:8]([N:13]1[CH2:18][CH2:17][C:16]2[S:19][CH:20]=[CH:21][C:15]=2[CH2:14]1)[C:9]([O:11][CH3:12])=[O:10].[S:22](=[O:26])(=[O:25])([OH:24])[OH:23], predict the reaction product. The product is: [S:22]([OH:26])([OH:25])(=[O:24])=[O:23].[Cl:1][C:2]1[CH:7]=[CH:6][CH:5]=[CH:4][C:3]=1[CH:8]([N:13]1[CH2:18][CH2:17][C:16]2[S:19][CH:20]=[CH:21][C:15]=2[CH2:14]1)[C:9]([O:11][CH3:12])=[O:10]. (3) The product is: [CH3:12][O:13][CH:14]([O:17][CH3:18])[CH2:15][NH:16][C:2](=[O:3])[O:4][CH2:5][C:6]1[CH:11]=[CH:10][CH:9]=[CH:8][CH:7]=1. Given the reactants Cl[C:2]([O:4][CH2:5][C:6]1[CH:11]=[CH:10][CH:9]=[CH:8][CH:7]=1)=[O:3].[CH3:12][O:13][CH:14]([O:17][CH3:18])[CH2:15][NH2:16].[OH-].[Na+], predict the reaction product. (4) The product is: [Cl:27][CH:9]([S:10]([C:13]1[CH2:17][C:16]([CH3:18])([CH3:19])[O:15][N:14]=1)(=[O:11])=[O:12])[C:8]1[C:4]([CH:1]2[CH2:3][CH2:2]2)=[N:5][O:6][C:7]=1[CH3:20]. Given the reactants [CH:1]1([C:4]2[C:8]([CH2:9][S:10]([C:13]3[CH2:17][C:16]([CH3:19])([CH3:18])[O:15][N:14]=3)(=[O:12])=[O:11])=[C:7]([CH3:20])[O:6][N:5]=2)[CH2:3][CH2:2]1.CC(C)([O-])C.[K+].[Cl:27]C(Cl)(Cl)C(Cl)(Cl)Cl, predict the reaction product.